This data is from Forward reaction prediction with 1.9M reactions from USPTO patents (1976-2016). The task is: Predict the product of the given reaction. (1) The product is: [CH3:20][N:2]([CH2:3][C:4]([N:6]1[C:15]2[C:10](=[CH:11][C:12]([CH3:19])=[C:13]([NH2:16])[CH:14]=2)[CH2:9][CH2:8][CH2:7]1)=[O:5])[CH3:1]. Given the reactants [CH3:1][N:2]([CH3:20])[CH2:3][C:4]([N:6]1[C:15]2[C:10](=[CH:11][C:12]([CH3:19])=[C:13]([N+:16]([O-])=O)[CH:14]=2)[CH2:9][CH2:8][CH2:7]1)=[O:5], predict the reaction product. (2) Given the reactants [CH:1]([C:4]1[NH:5][CH:6]=[CH:7][N:8]=1)([CH3:3])[CH3:2].[Li:9]CCCC, predict the reaction product. The product is: [CH:1]([C:4]1[N-:5][CH:6]=[CH:7][N:8]=1)([CH3:3])[CH3:2].[Li+:9].